From a dataset of Forward reaction prediction with 1.9M reactions from USPTO patents (1976-2016). Predict the product of the given reaction. (1) The product is: [C:1]([C:3]1[CH:4]=[C:5]([NH:6][CH:13]([C:15]2[CH:16]=[C:17]([C:32]([N:34]([CH3:36])[CH3:35])=[O:33])[CH:18]=[C:19]3[C:24]=2[O:23][C:22]([N:25]2[CH2:30][CH2:29][O:28][CH2:27][CH2:26]2)=[CH:21][C:20]3=[O:31])[CH3:14])[CH:7]=[C:8]([F:10])[CH:9]=1)#[CH:2]. Given the reactants [C:1]([C:3]1[CH:4]=[C:5]([CH:7]=[C:8]([F:10])[CH:9]=1)[NH2:6])#[CH:2].Br.Br[CH:13]([C:15]1[CH:16]=[C:17]([C:32]([N:34]([CH3:36])[CH3:35])=[O:33])[CH:18]=[C:19]2[C:24]=1[O:23][C:22]([N:25]1[CH2:30][CH2:29][O:28][CH2:27][CH2:26]1)=[CH:21][C:20]2=[O:31])[CH3:14], predict the reaction product. (2) Given the reactants F[C:2]1[CH:9]=[C:8]([N+:10]([O-:12])=[O:11])[CH:7]=[CH:6][C:3]=1[C:4]#[N:5].[Br:13][C:14]1[CH:15]=[C:16]2[C:21](=[CH:22][CH:23]=1)[CH:20]=[C:19]([OH:24])[CH:18]=[CH:17]2.C1OCCOCCOCCOCCOCCOC1, predict the reaction product. The product is: [Br:13][C:14]1[CH:15]=[C:16]2[C:21](=[CH:22][CH:23]=1)[CH:20]=[C:19]([O:24][C:2]1[CH:9]=[C:8]([N+:10]([O-:12])=[O:11])[CH:7]=[CH:6][C:3]=1[C:4]#[N:5])[CH:18]=[CH:17]2. (3) Given the reactants [F:1][C:2]1[CH:7]=[CH:6][CH:5]=[CH:4][C:3]=1[S:8]([C:11]([F:14])([F:13])[F:12])(=[O:10])=[O:9].[Cl:15][S:16](O)(=[O:18])=[O:17], predict the reaction product. The product is: [F:1][C:2]1[CH:7]=[CH:6][C:5]([S:16]([Cl:15])(=[O:18])=[O:17])=[CH:4][C:3]=1[S:8]([C:11]([F:12])([F:13])[F:14])(=[O:9])=[O:10]. (4) Given the reactants [CH2:1]([O:3][C:4](=[O:11])[CH2:5][C:6]([CH:8]1[CH2:10][CH2:9]1)=[O:7])[CH3:2].[Cl-].[Mg+2].[Cl-].N1C=CC=CC=1.Cl.[C:22](Cl)(=[O:29])[C:23]1[CH:28]=[CH:27][N:26]=[CH:25][CH:24]=1, predict the reaction product. The product is: [CH2:1]([O:3][C:4](=[O:11])[CH:5]([C:22]([C:23]1[CH:28]=[CH:27][N:26]=[CH:25][CH:24]=1)=[O:29])[C:6]([CH:8]1[CH2:10][CH2:9]1)=[O:7])[CH3:2].